From a dataset of Full USPTO retrosynthesis dataset with 1.9M reactions from patents (1976-2016). Predict the reactants needed to synthesize the given product. (1) Given the product [CH3:25][C:20]1([CH3:26])[C:21]([CH3:24])([CH3:23])[O:22][B:18]([C:2]2[CH:3]=[CH:4][C:5]([C:8]([NH:10][CH2:11][CH2:12][C:13]([O:15][CH2:16][CH3:17])=[O:14])=[O:9])=[N:6][CH:7]=2)[O:19]1, predict the reactants needed to synthesize it. The reactants are: Br[C:2]1[CH:3]=[CH:4][C:5]([C:8]([NH:10][CH2:11][CH2:12][C:13]([O:15][CH2:16][CH3:17])=[O:14])=[O:9])=[N:6][CH:7]=1.[B:18]1([B:18]2[O:22][C:21]([CH3:24])([CH3:23])[C:20]([CH3:26])([CH3:25])[O:19]2)[O:22][C:21]([CH3:24])([CH3:23])[C:20]([CH3:26])([CH3:25])[O:19]1.CC([O-])=O.[K+]. (2) Given the product [C:37]1([N:13]([C:7]2[CH:12]=[CH:11][CH:10]=[CH:9][CH:8]=2)[C:14]2[CH:15]=[CH:16][C:17]([C:20]3[S:24][C:23]4[CH:25]=[CH:26][CH:27]=[CH:28][C:22]=4[C:21]=3[C:29]3[CH:30]=[CH:33][C:34]([CH:2]=[O:4])=[CH:35][CH:36]=3)=[CH:18][CH:19]=2)[CH:38]=[CH:39][CH:40]=[CH:41][CH:42]=1, predict the reactants needed to synthesize it. The reactants are: C[C:2](C)([O-:4])C.[K+].[C:7]1([N:13]([C:37]2[CH:42]=[CH:41][CH:40]=[CH:39][CH:38]=2)[C:14]2[CH:19]=[CH:18][C:17]([C:20]3[S:24][C:23]4[CH:25]=[CH:26][CH:27]=[CH:28][C:22]=4[C:21]=3[C:29]3[CH:36]=[CH:35][CH:34]=[CH:33][C:30]=3C=O)=[CH:16][CH:15]=2)[CH:12]=[CH:11][CH:10]=[CH:9][CH:8]=1.C1COCC1.